Dataset: Full USPTO retrosynthesis dataset with 1.9M reactions from patents (1976-2016). Task: Predict the reactants needed to synthesize the given product. (1) Given the product [CH2:1]([O:8][C:9]([C:11]1[CH:12]=[C:13]2[C:18](=[CH:19][CH:20]=1)[N:17]=[C:16]([NH:21][C:38]([C:33]1[C:32]([C:29]3[CH:28]=[CH:27][C:26]([C:22]([CH3:25])([CH3:24])[CH3:23])=[CH:31][CH:30]=3)=[CH:37][CH:36]=[CH:35][CH:34]=1)=[O:39])[CH:15]=[CH:14]2)=[O:10])[C:2]1[CH:3]=[CH:4][CH:5]=[CH:6][CH:7]=1, predict the reactants needed to synthesize it. The reactants are: [CH2:1]([O:8][C:9]([C:11]1[CH:12]=[C:13]2[C:18](=[CH:19][CH:20]=1)[N:17]=[C:16]([NH2:21])[CH:15]=[CH:14]2)=[O:10])[C:2]1[CH:7]=[CH:6][CH:5]=[CH:4][CH:3]=1.[C:22]([C:26]1[CH:31]=[CH:30][C:29]([C:32]2[C:33]([C:38](O)=[O:39])=[CH:34][CH:35]=[CH:36][CH:37]=2)=[CH:28][CH:27]=1)([CH3:25])([CH3:24])[CH3:23].Cl.CN(C)CCCN=C=NCC. (2) Given the product [Br:12][C:4]1[S:3][C:2]([CH3:1])=[C:6]([CH:7]2[O:11][CH2:10][CH2:9][O:8]2)[CH:5]=1, predict the reactants needed to synthesize it. The reactants are: [CH3:1][C:2]1[S:3][CH:4]=[CH:5][C:6]=1[CH:7]1[O:11][CH2:10][CH2:9][O:8]1.[Br:12]N1C(=O)CCC1=O.